Predict the reactants needed to synthesize the given product. From a dataset of Full USPTO retrosynthesis dataset with 1.9M reactions from patents (1976-2016). Given the product [CH2:9]([O:8][C:6](=[O:7])[CH:5]([CH2:14][C:15](=[O:16])[C:17]1[CH:22]=[CH:21][CH:20]=[CH:19][CH:18]=1)[C:1](=[O:4])[CH2:2][CH3:3])[CH3:10], predict the reactants needed to synthesize it. The reactants are: [C:1]([CH2:5][C:6]([O:8][CH2:9][CH3:10])=[O:7])(=[O:4])[CH2:2][CH3:3].[H-].[Na+].Br[CH2:14][C:15]([C:17]1[CH:22]=[CH:21][CH:20]=[CH:19][CH:18]=1)=[O:16].[Cl-].[NH4+].